Dataset: Full USPTO retrosynthesis dataset with 1.9M reactions from patents (1976-2016). Task: Predict the reactants needed to synthesize the given product. Given the product [Cl:7][C:8]1[N:9]=[C:10]([S:15][CH2:16][C:17]2[CH:22]=[CH:21][CH:20]=[C:19]([F:23])[C:18]=2[F:24])[N:11]=[C:12]([O:5][C@H:3]([CH3:4])[C@H:2]([OH:6])[CH3:1])[CH:13]=1, predict the reactants needed to synthesize it. The reactants are: [CH3:1][C@@H:2]([OH:6])[C@H:3]([OH:5])[CH3:4].[Cl:7][C:8]1[CH:13]=[C:12](Cl)[N:11]=[C:10]([S:15][CH2:16][C:17]2[CH:22]=[CH:21][CH:20]=[C:19]([F:23])[C:18]=2[F:24])[N:9]=1.[H-].[Na+].